Dataset: Catalyst prediction with 721,799 reactions and 888 catalyst types from USPTO. Task: Predict which catalyst facilitates the given reaction. (1) Reactant: Cl.[CH3:2][O:3][NH:4][CH3:5].C[Al](C)C.[F:10][C:11]1[CH:12]=[CH:13][C:14]2[O:19][CH2:18][C@@H:17]3[C@H:20]([C:28]4[CH:33]=[CH:32][CH:31]=[CH:30][CH:29]=4)[C:21]([C:23](OCC)=[O:24])=[N:22][N:16]3[C:15]=2[CH:34]=1. Product: [F:10][C:11]1[CH:12]=[CH:13][C:14]2[O:19][CH2:18][C@@H:17]3[C@H:20]([C:28]4[CH:29]=[CH:30][CH:31]=[CH:32][CH:33]=4)[C:21]([C:23]([N:4]([O:3][CH3:2])[CH3:5])=[O:24])=[N:22][N:16]3[C:15]=2[CH:34]=1. The catalyst class is: 2. (2) Reactant: [NH2:1][CH2:2][C:3]#[C:4][C:5]1[S:13][C:12]2[C:11]([NH:14][C:15]3[CH:20]=[CH:19][C:18]([O:21][CH2:22][C:23]4[CH:28]=[CH:27][CH:26]=[C:25]([F:29])[CH:24]=4)=[C:17]([Cl:30])[CH:16]=3)=[N:10][CH:9]=[N:8][C:7]=2[CH:6]=1.[CH:31](=O)[CH3:32].[C:34](O)(=O)[CH3:35].C(O[BH-](OC(=O)C)OC(=O)C)(=O)C.[Na+]. Product: [Cl:30][C:17]1[CH:16]=[C:15]([NH:14][C:11]2[C:12]3[S:13][C:5]([C:4]#[C:3][CH2:2][N:1]([CH2:31][CH3:32])[CH2:34][CH3:35])=[CH:6][C:7]=3[N:8]=[CH:9][N:10]=2)[CH:20]=[CH:19][C:18]=1[O:21][CH2:22][C:23]1[CH:28]=[CH:27][CH:26]=[C:25]([F:29])[CH:24]=1. The catalyst class is: 68. (3) Product: [Br:53][C:5]1[CH:4]=[CH:3][C:2]2=[CH:7][C:6]=1[CH2:8][N:9]([CH3:52])[C:10](=[O:11])[CH:12]([NH:26][C:27]1[CH:28]=[C:29]3[C:34](=[CH:35][CH:36]=1)[C:33]([N:37]([C:38]([O:39][C:40]([CH3:43])([CH3:41])[CH3:42])=[O:44])[C:45](=[O:46])[O:47][C:48]([CH3:51])([CH3:50])[CH3:49])=[N:32][CH:31]=[CH:30]3)[C:13]1[CH:14]=[C:15]([CH3:25])[C:16]([C:20]([F:23])([F:24])[CH2:21][O:22][C:54](=[O:55])[NH:1]2)=[C:17]([CH3:19])[CH:18]=1. The catalyst class is: 545. Reactant: [NH2:1][C:2]1[CH:3]=[CH:4][C:5]([Br:53])=[C:6]([CH2:8][N:9]([CH3:52])[C:10]([CH:12]([NH:26][C:27]2[CH:28]=[C:29]3[C:34](=[CH:35][CH:36]=2)[C:33]([N:37]([C:45]([O:47][C:48]([CH3:51])([CH3:50])[CH3:49])=[O:46])[C:38](=[O:44])[O:39][C:40]([CH3:43])([CH3:42])[CH3:41])=[N:32][CH:31]=[CH:30]3)[C:13]2[CH:18]=[C:17]([CH3:19])[C:16]([C:20]([F:24])([F:23])[CH2:21][OH:22])=[C:15]([CH3:25])[CH:14]=2)=[O:11])[CH:7]=1.[C:54](Cl)(Cl)=[O:55]. (4) Reactant: CCN(C(C)C)C(C)C.Br[CH2:11][C:12]([C:14]1[CH:23]=[CH:22][C:21]2[C:16](=[CH:17][CH:18]=[C:19]([Br:24])[CH:20]=2)[CH:15]=1)=[O:13].[C:25]([O:29][C:30]([N:32]1[C@@H:36]([CH3:37])[CH2:35][CH2:34][C@H:33]1[C:38]([OH:40])=[O:39])=[O:31])([CH3:28])([CH3:27])[CH3:26]. Product: [CH3:37][C@@H:36]1[N:32]([C:30]([O:29][C:25]([CH3:26])([CH3:28])[CH3:27])=[O:31])[C@H:33]([C:38]([O:40][CH2:11][C:12]([C:14]2[CH:23]=[CH:22][C:21]3[C:16](=[CH:17][CH:18]=[C:19]([Br:24])[CH:20]=3)[CH:15]=2)=[O:13])=[O:39])[CH2:34][CH2:35]1. The catalyst class is: 10. (5) Reactant: [Cl:1][C:2]1[C:34]([C:35]([F:38])([F:37])[F:36])=[CH:33][CH:32]=[CH:31][C:3]=1[CH2:4][N:5]([CH2:17][CH:18]([C:25]1[CH:30]=[CH:29][CH:28]=[CH:27][CH:26]=1)[C:19]1[CH:24]=[CH:23][CH:22]=[CH:21][CH:20]=1)[CH2:6][CH2:7][CH2:8][O:9][C:10]1[CH:11]=[C:12]([NH2:16])[CH:13]=[CH:14][CH:15]=1.N1C=CC=CC=1.[C:45](Cl)(=[O:47])[CH3:46]. Product: [ClH:1].[Cl:1][C:2]1[C:34]([C:35]([F:36])([F:37])[F:38])=[CH:33][CH:32]=[CH:31][C:3]=1[CH2:4][N:5]([CH2:17][CH:18]([C:19]1[CH:24]=[CH:23][CH:22]=[CH:21][CH:20]=1)[C:25]1[CH:26]=[CH:27][CH:28]=[CH:29][CH:30]=1)[CH2:6][CH2:7][CH2:8][O:9][C:10]1[CH:11]=[C:12]([NH:16][C:45](=[O:47])[CH3:46])[CH:13]=[CH:14][CH:15]=1. The catalyst class is: 4.